Dataset: Full USPTO retrosynthesis dataset with 1.9M reactions from patents (1976-2016). Task: Predict the reactants needed to synthesize the given product. (1) Given the product [Br:22][C:10]1[C:9]([CH3:19])=[N:8][N:7]([CH2:6][C:5]2[CH:20]=[CH:21][C:2]([F:1])=[CH:3][CH:4]=2)[C:11]=1[C:12]1[CH:17]=[CH:16][C:15]([F:18])=[CH:14][CH:13]=1, predict the reactants needed to synthesize it. The reactants are: [F:1][C:2]1[CH:21]=[CH:20][C:5]([CH2:6][N:7]2[C:11]([C:12]3[CH:17]=[CH:16][C:15]([F:18])=[CH:14][CH:13]=3)=[CH:10][C:9]([CH3:19])=[N:8]2)=[CH:4][CH:3]=1.[Br:22]N1C(=O)CCC1=O. (2) Given the product [C:10]1(=[O:33])[C:9]2[CH2:8][CH2:7][CH2:6][CH2:5][C:13]=2[CH2:12][O:11]1, predict the reactants needed to synthesize it. The reactants are: [Br-].[N+]([CH:5]1[C:13]2[CH:12]([P+](C3C=CC=CC=3)(C3C=CC=CC=3)C3C=CC=CC=3)[O:11][C:10](=[O:33])[C:9]=2[CH2:8][CH2:7][CH2:6]1)([O-])=O.C(N(CC)CC)C.